Dataset: Reaction yield outcomes from USPTO patents with 853,638 reactions. Task: Predict the reaction yield, written as a fraction of the theoretical maximum amount of product (1.0 means a 100% yield; for example, 0.34 means a 34% yield). (1) The yield is 0.960. The product is [Cl:5][C:6]1[CH:14]=[C:13]([Cl:15])[C:12]([NH2:16])=[CH:11][C:7]=1[C:8]([OH:10])=[O:9]. The catalyst is CCO. The reactants are O.[Sn](Cl)Cl.[Cl:5][C:6]1[CH:14]=[C:13]([Cl:15])[C:12]([N+:16]([O-])=O)=[CH:11][C:7]=1[C:8]([OH:10])=[O:9].C([O-])(O)=O.[Na+].CC(O)=O. (2) The reactants are [F:1][C:2]1[CH:7]=[CH:6][C:5]([C:8]2[O:9][C:10]3[CH:20]=[CH:19][C:18]([C:21]4[CH:22]=[C:23]([CH:27]=[CH:28][CH:29]=4)[C:24](O)=[O:25])=[CH:17][C:11]=3[C:12]=2[C:13](=[O:16])[NH:14][CH3:15])=[CH:4][CH:3]=1.CCN=C=NCCCN(C)C.Cl.[C:42]([S:46]([NH2:49])(=[O:48])=[O:47])([CH3:45])([CH3:44])[CH3:43].ClCCCl. The catalyst is CN(C1C=CN=CC=1)C.CN(C=O)C. The product is [C:42]([S:46]([NH:49][C:24]([C:23]1[CH:22]=[C:21]([C:18]2[CH:19]=[CH:20][C:10]3[O:9][C:8]([C:5]4[CH:6]=[CH:7][C:2]([F:1])=[CH:3][CH:4]=4)=[C:12]([C:13]([NH:14][CH3:15])=[O:16])[C:11]=3[CH:17]=2)[CH:29]=[CH:28][CH:27]=1)=[O:25])(=[O:48])=[O:47])([CH3:45])([CH3:44])[CH3:43]. The yield is 0.310. (3) The reactants are [C:1]([N:4]1[C:13]2[C:8](=[CH:9][C:10]([C:14]3[CH:27]=[CH:26][C:17]([C:18]([NH:20][CH2:21][CH2:22][N:23]([CH3:25])[CH3:24])=[O:19])=[CH:16][CH:15]=3)=[CH:11][CH:12]=2)[C@H:7]([NH2:28])[CH2:6][C@@H:5]1[CH3:29])(=[O:3])[CH3:2].CC(C)([O-])C.[Na+].C[N:37]([CH3:63])[C:38]1C=CC=[CH:40][C:39]=1C1C=CC=CC=1P(C1CCCCC1)C1CCCCC1.[Cl:64]C1C=NC=C[N:66]=1.Cl. The catalyst is O1CCOCC1.C1C=CC(/C=C/C(/C=C/C2C=CC=CC=2)=O)=CC=1.C1C=CC(/C=C/C(/C=C/C2C=CC=CC=2)=O)=CC=1.C1C=CC(/C=C/C(/C=C/C2C=CC=CC=2)=O)=CC=1.[Pd].[Pd]. The product is [ClH:64].[C:1]([N:4]1[C:13]2[C:8](=[CH:9][C:10]([C:14]3[CH:27]=[CH:26][C:17]([C:18]([NH:20][CH2:21][CH2:22][N:23]([CH3:24])[CH3:25])=[O:19])=[CH:16][CH:15]=3)=[CH:11][CH:12]=2)[C@H:7]([NH:28][C:63]2[N:66]=[CH:40][CH:39]=[CH:38][N:37]=2)[CH2:6][C@@H:5]1[CH3:29])(=[O:3])[CH3:2]. The yield is 0.365. (4) The catalyst is OS(O)(=O)=O. The reactants are [Br:1][C:2]1[CH:9]=[CH:8][C:5]([C:6]#[N:7])=[CH:4][CH:3]=1.[N+:10]([O-])([OH:12])=[O:11]. The yield is 0.560. The product is [Br:1][C:2]1[CH:9]=[CH:8][C:5]([C:6]#[N:7])=[CH:4][C:3]=1[N+:10]([O-:12])=[O:11]. (5) The reactants are [Br:1][C:2]1[CH:7]=[CH:6][C:5]([C:8]([CH3:13])([CH3:12])[C:9]([OH:11])=O)=[CH:4][CH:3]=1.C(OCC)(=O)CC(O)=O.[CH2:23]([NH2:25])[CH3:24].BrC1C=CC([C@H](N)C)=CC=1. No catalyst specified. The product is [Br:1][C:2]1[CH:3]=[CH:4][C:5]([C:8]([CH3:13])([CH3:12])[C:9]([NH:25][CH2:23][CH3:24])=[O:11])=[CH:6][CH:7]=1. The yield is 0.820.